From a dataset of Forward reaction prediction with 1.9M reactions from USPTO patents (1976-2016). Predict the product of the given reaction. (1) Given the reactants [NH2:1][C:2]1[N:3]([CH3:20])[C:4](=[O:19])[C@:5]2([N:18]=1)[C:14]1[C:9](=[CH:10][CH:11]=[C:12](Br)[CH:13]=1)[CH2:8][C:7]([CH3:17])([CH3:16])[CH2:6]2.[N:21]1[CH:26]=[C:25](B(O)O)[CH:24]=[N:23][CH:22]=1.C([O-])([O-])=O.[Na+].[Na+], predict the reaction product. The product is: [NH2:1][C:2]1[N:3]([CH3:20])[C:4](=[O:19])[C@:5]2([N:18]=1)[C:14]1[C:9](=[CH:10][CH:11]=[C:12]([C:25]3[CH:26]=[N:21][CH:22]=[N:23][CH:24]=3)[CH:13]=1)[CH2:8][C:7]([CH3:17])([CH3:16])[CH2:6]2. (2) Given the reactants C(OC[N:10]1[C:18]2[C:17](=[O:19])[N:16]([CH3:20])[CH2:15][N:14]([C:21]3[CH:26]=[CH:25][C:24]([Cl:27])=[CH:23][C:22]=3[Cl:28])[C:13]=2[N:12]=[C:11]1[CH2:29][CH3:30])C1C=CC=CC=1.FC(F)(F)C(O)=O, predict the reaction product. The product is: [Cl:28][C:22]1[CH:23]=[C:24]([Cl:27])[CH:25]=[CH:26][C:21]=1[N:14]1[C:13]2[N:12]=[C:11]([CH2:29][CH3:30])[NH:10][C:18]=2[C:17](=[O:19])[N:16]([CH3:20])[CH2:15]1. (3) Given the reactants [CH:1]1([C:5]2[C:26]([C:27]3[NH:31][C:30]([O:32][CH2:33][CH3:34])=[N:29][N:28]=3)=[CH:25][C:8]([C:9]([N:11]3[CH2:16][CH2:15][CH:14]([C:17]4[CH:24]=[CH:23][C:20]([C:21]#[N:22])=[CH:19][CH:18]=4)[CH2:13][CH2:12]3)=[O:10])=[C:7]([CH3:35])[CH:6]=2)[CH2:4][CH2:3][CH2:2]1.Cl.[F:37]C1(C2C=CC(C#N)=CC=2)CCNCC1.Cl, predict the reaction product. The product is: [CH:1]1([C:5]2[C:26]([C:27]3[NH:31][C:30]([O:32][CH2:33][CH3:34])=[N:29][N:28]=3)=[CH:25][C:8]([C:9]([N:11]3[CH2:12][CH2:13][C:14]([C:17]4[CH:18]=[CH:19][C:20]([C:21]#[N:22])=[CH:23][CH:24]=4)([F:37])[CH2:15][CH2:16]3)=[O:10])=[C:7]([CH3:35])[CH:6]=2)[CH2:4][CH2:3][CH2:2]1. (4) The product is: [Cl:24][C:21]1[CH:20]=[CH:19][C:18]([C:12]2[C:11]3[CH2:10][CH2:9][NH:8][CH2:17][CH2:16][C:15]=3[N:14]([CH2:28][C:27]3[C:30]([CH3:34])=[CH:31][CH:32]=[CH:33][C:26]=3[CH3:25])[N:13]=2)=[CH:23][CH:22]=1. Given the reactants C(OC([N:8]1[CH2:17][CH2:16][C:15]2[NH:14][N:13]=[C:12]([C:18]3[CH:23]=[CH:22][C:21]([Cl:24])=[CH:20][CH:19]=3)[C:11]=2[CH2:10][CH2:9]1)=O)(C)(C)C.[CH3:25][C:26]1[CH:33]=[CH:32][CH:31]=[C:30]([CH3:34])[C:27]=1[CH2:28]Cl, predict the reaction product. (5) Given the reactants [F:1][C:2]1[CH:7]=[CH:6][C:5]([CH2:8][C:9]2[C:10]([N:16]3[CH2:22][C:21]4[CH:23]=[C:24]([C:27]5[S:31][C:30]([NH:32]C(=O)C)=[N:29][CH:28]=5)[CH:25]=[CH:26][C:20]=4[O:19][CH2:18][CH2:17]3)=[N:11][CH:12]=[N:13][C:14]=2[CH3:15])=[CH:4][CH:3]=1.[OH-].[Na+], predict the reaction product. The product is: [F:1][C:2]1[CH:7]=[CH:6][C:5]([CH2:8][C:9]2[C:10]([N:16]3[CH2:22][C:21]4[CH:23]=[C:24]([C:27]5[S:31][C:30]([NH2:32])=[N:29][CH:28]=5)[CH:25]=[CH:26][C:20]=4[O:19][CH2:18][CH2:17]3)=[N:11][CH:12]=[N:13][C:14]=2[CH3:15])=[CH:4][CH:3]=1. (6) Given the reactants CI.N[N:4]1[C:22]([CH3:24])([CH3:23])[CH2:21][C:7]2[NH:8][C:9]3[CH:15]=[CH:14][C:13]([O:16][C:17]([F:20])([F:19])[F:18])=[CH:12][C:10]=3[S:11][C:6]=2C1=O.[C:26]([O-:29])([O-])=O.[K+].[K+].C[N:33]([CH:35]=O)[CH3:34], predict the reaction product. The product is: [CH3:35][N:33]([CH3:34])[N:4]1[C:22]([CH3:24])([CH3:23])[CH2:21][C:7]2[NH:8][C:9]3[CH:15]=[CH:14][C:13]([O:16][C:17]([F:20])([F:19])[F:18])=[CH:12][C:10]=3[S:11][C:6]=2[C:26]1=[O:29]. (7) Given the reactants [CH3:1][O:2][C:3]([C:5]1[N:6]([CH2:11][C:12]2[CH:17]=[CH:16][C:15]([O:18][CH3:19])=[CH:14][CH:13]=2)[N:7]=[C:8]([NH2:10])[CH:9]=1)=[O:4].[F:20][C:21]1[CH:28]=[CH:27][C:24]([CH:25]=O)=[CH:23][CH:22]=1.FC(F)(F)C(O)=O.C([SiH](CC)CC)C, predict the reaction product. The product is: [CH3:1][O:2][C:3]([C:5]1[N:6]([CH2:11][C:12]2[CH:17]=[CH:16][C:15]([O:18][CH3:19])=[CH:14][CH:13]=2)[N:7]=[C:8]([NH:10][CH2:25][C:24]2[CH:27]=[CH:28][C:21]([F:20])=[CH:22][CH:23]=2)[CH:9]=1)=[O:4].